From a dataset of Catalyst prediction with 721,799 reactions and 888 catalyst types from USPTO. Predict which catalyst facilitates the given reaction. (1) Reactant: [C:1]([C:5]1[CH:10]=[CH:9][C:8]([C:11]2[CH:12]=[CH:13][CH:14]=[C:15]3[C:19]=2[C:18](=O)[CH:17]([CH2:21][CH:22]2[CH2:27][CH2:26][CH2:25][CH2:24][CH2:23]2)[CH2:16]3)=[CH:7][CH:6]=1)([CH3:4])([CH3:3])[CH3:2].[BH4-].[Na+].CO.S(=O)(=O)(O)O. Product: [C:1]([C:5]1[CH:10]=[CH:9][C:8]([C:11]2[CH:12]=[CH:13][CH:14]=[C:15]3[C:19]=2[CH:18]=[C:17]([CH2:21][CH:22]2[CH2:23][CH2:24][CH2:25][CH2:26][CH2:27]2)[CH2:16]3)=[CH:7][CH:6]=1)([CH3:4])([CH3:2])[CH3:3]. The catalyst class is: 93. (2) Reactant: [CH3:1][O:2][C:3](=[O:8])[CH2:4][CH2:5][C:6]#[N:7].C[Si]([N:13]=[N+:14]=[N-:15])(C)C. Product: [NH:13]1[C:6]([CH2:5][CH2:4][C:3]([O:2][CH3:1])=[O:8])=[N:7][N:15]=[N:14]1. The catalyst class is: 11. (3) Reactant: Cl.[C:2]([NH:5][C:6]1[S:7][CH:8]=[C:9]([C:11]([NH:13][C:14]2[CH:19]=[CH:18][C:17]([NH2:20])=[CH:16][CH:15]=2)=[O:12])[N:10]=1)(=[O:4])[CH3:3].[N:21]#[C:22][NH2:23]. Product: [C:2]([NH:5][C:6]1[S:7][CH:8]=[C:9]([C:11]([NH:13][C:14]2[CH:19]=[CH:18][C:17]([NH:20][C:22]([NH2:23])=[NH:21])=[CH:16][CH:15]=2)=[O:12])[N:10]=1)(=[O:4])[CH3:3]. The catalyst class is: 141. (4) Reactant: C([Li])CCC.[Br:6][C:7]1[N:16]=[C:10]2[CH:11]=[CH:12][CH:13]=[C:14](Br)[N:9]2[N:8]=1.[O:17]1[CH2:22][CH2:21][CH:20]([CH:23]=[O:24])[CH2:19][CH2:18]1. Product: [Br:6][C:7]1[N:16]=[C:10]2[CH:11]=[CH:12][CH:13]=[C:14]([CH:23]([CH:20]3[CH2:21][CH2:22][O:17][CH2:18][CH2:19]3)[OH:24])[N:9]2[N:8]=1. The catalyst class is: 7. (5) Reactant: [CH3:1][N:2]1[CH2:7][CH2:6][C:5](=[O:8])[CH2:4][CH2:3]1.[Si](OS(C(F)(F)F)(=O)=O)(C)(C)C.[CH:21]1[CH:35]=[C:34]2[C:24]([CH:25](O)[C:26]3[C:31]([CH:32]=[CH:33]2)=[CH:30][CH:29]=[CH:28][CH:27]=3)=[CH:23][CH:22]=1.C(=O)(O)[O-].[Na+]. Product: [CH:30]1[C:31]2[CH:32]=[CH:33][C:34]3[CH:35]=[CH:21][CH:22]=[CH:23][C:24]=3[CH:25]([CH:4]3[C:5](=[O:8])[CH2:6][CH2:7][N:2]([CH3:1])[CH2:3]3)[C:26]=2[CH:27]=[CH:28][CH:29]=1. The catalyst class is: 46. (6) Reactant: [Br:1][C:2]1[CH:6]=[N:5][N:4]([CH3:7])[C:3]=1[C:8]1[CH:9]=[C:10]([NH2:16])[CH:11]=[CH:12][C:13]=1[O:14][CH3:15].[CH:17]([C:20]1[CH:25]=[CH:24][C:23]([N:26]=[C:27]=[O:28])=[CH:22][CH:21]=1)([CH3:19])[CH3:18]. Product: [Br:1][C:2]1[CH:6]=[N:5][N:4]([CH3:7])[C:3]=1[C:8]1[CH:9]=[C:10]([NH:16][C:27]([NH:26][C:23]2[CH:24]=[CH:25][C:20]([CH:17]([CH3:19])[CH3:18])=[CH:21][CH:22]=2)=[O:28])[CH:11]=[CH:12][C:13]=1[O:14][CH3:15]. The catalyst class is: 2.